Dataset: Catalyst prediction with 721,799 reactions and 888 catalyst types from USPTO. Task: Predict which catalyst facilitates the given reaction. (1) Reactant: C([O:8][C:9]1[N:14]=[CH:13][C:12]([CH2:15][N:16]2[CH:20]=[C:19]([C:21]3[CH:22]=[C:23]([NH:28][C:29]4[N:34]=[C:33]([CH:35]([F:37])[F:36])[CH:32]=[CH:31][N:30]=4)[CH:24]=[C:25]([CH3:27])[CH:26]=3)[N:18]=[N:17]2)=[CH:11][CH:10]=1)C1C=CC=CC=1. Product: [F:37][CH:35]([F:36])[C:33]1[CH:32]=[CH:31][N:30]=[C:29]([NH:28][C:23]2[CH:22]=[C:21]([C:19]3[N:18]=[N:17][N:16]([CH2:15][C:12]4[CH:13]=[N:14][C:9](=[O:8])[CH2:10][CH:11]=4)[CH:20]=3)[CH:26]=[C:25]([CH3:27])[CH:24]=2)[N:34]=1. The catalyst class is: 105. (2) Reactant: [CH2:1]([O:8][C:9](=[O:12])[CH:10]=[CH2:11])[C:2]1[CH:7]=[CH:6][CH:5]=[CH:4][CH:3]=1.[C:13]([NH:21][NH2:22])(=[O:20])[C:14]1[CH:19]=[CH:18][CH:17]=[CH:16][CH:15]=1. Product: [C:13]([NH:21][NH:22][CH2:11][CH2:10][C:9]([O:8][CH2:1][C:2]1[CH:7]=[CH:6][CH:5]=[CH:4][CH:3]=1)=[O:12])(=[O:20])[C:14]1[CH:19]=[CH:18][CH:17]=[CH:16][CH:15]=1. The catalyst class is: 32. (3) Reactant: C([O:3][C:4](=[O:35])[C:5]1[CH:10]=[CH:9][CH:8]=[C:7]([N:11]2[C:15]([CH3:16])=[CH:14][CH:13]=[C:12]2[C:17]2[CH:22]=[C:21]([C:23]([F:26])([F:25])[F:24])[CH:20]=[CH:19][C:18]=2[O:27][CH2:28][CH:29]2[CH2:34][CH2:33][CH2:32][CH2:31][CH2:30]2)[CH:6]=1)C.[OH-].[Na+].CCO. Product: [F:26][C:23]([F:24])([F:25])[C:21]1[CH:20]=[CH:19][C:18]([O:27][CH2:28][CH:29]2[CH2:34][CH2:33][CH2:32][CH2:31][CH2:30]2)=[C:17]([C:12]2[N:11]([C:7]3[CH:6]=[C:5]([CH:10]=[CH:9][CH:8]=3)[C:4]([OH:35])=[O:3])[C:15]([CH3:16])=[CH:14][CH:13]=2)[CH:22]=1. The catalyst class is: 25. (4) Reactant: [Cl-].O[NH3+:3].[C:4](=[O:7])([O-])[OH:5].[Na+].CS(C)=O.[CH2:13]([C:17]1[N:18]([CH2:46][C:47]2[CH:52]=[CH:51][C:50]([C:53]3[C:54]([C:59]#[N:60])=[CH:55][CH:56]=[CH:57][CH:58]=3)=[CH:49][CH:48]=2)[C:19](=[O:45])[C:20]([C:26]2[CH:31]=[CH:30][C:29]([O:32][C:33]([CH3:44])([CH3:43])[CH2:34][O:35][Si](C(C)(C)C)(C)C)=[CH:28][CH:27]=2)=[C:21]([CH:23]2[CH2:25][CH2:24]2)[N:22]=1)[CH2:14][CH2:15][CH3:16]. Product: [CH2:13]([C:17]1[N:18]([CH2:46][C:47]2[CH:48]=[CH:49][C:50]([C:53]3[CH:58]=[CH:57][CH:56]=[CH:55][C:54]=3[C:59]3[NH:60][C:4](=[O:7])[O:5][N:3]=3)=[CH:51][CH:52]=2)[C:19](=[O:45])[C:20]([C:26]2[CH:27]=[CH:28][C:29]([O:32][C:33]([CH3:44])([CH3:43])[CH2:34][OH:35])=[CH:30][CH:31]=2)=[C:21]([CH:23]2[CH2:24][CH2:25]2)[N:22]=1)[CH2:14][CH2:15][CH3:16]. The catalyst class is: 13. (5) Reactant: [Cl:1][C:2]1[CH:7]=[CH:6][C:5]([C:8]2[C:14]3[CH:15]=[C:16]([O:19][CH3:20])[CH:17]=[CH:18][C:13]=3[N:12]3[C:21]([CH3:24])=[N:22][N:23]=[C:11]3[C@H:10]([CH2:25][C:26]([NH:28][CH2:29][CH2:30][O:31][CH2:32][CH2:33][O:34][CH2:35][CH2:36][O:37][CH2:38][CH2:39][O:40][CH2:41][CH2:42][O:43][CH2:44][CH2:45][O:46][CH2:47][CH2:48][O:49][CH2:50][CH2:51][O:52][CH2:53][CH2:54][O:55][CH2:56][CH2:57][OH:58])=[O:27])[N:9]=2)=[CH:4][CH:3]=1.C(N(CC)CC)C.[CH3:66][S:67](Cl)(=[O:69])=[O:68]. Product: [CH3:66][S:67]([O:58][CH2:57][CH2:56][O:55][CH2:54][CH2:53][O:52][CH2:51][CH2:50][O:49][CH2:48][CH2:47][O:46][CH2:45][CH2:44][O:43][CH2:42][CH2:41][O:40][CH2:39][CH2:38][O:37][CH2:36][CH2:35][O:34][CH2:33][CH2:32][O:31][CH2:30][CH2:29][NH:28][C:26](=[O:27])[CH2:25][C@@H:10]1[N:9]=[C:8]([C:5]2[CH:6]=[CH:7][C:2]([Cl:1])=[CH:3][CH:4]=2)[C:14]2[CH:15]=[C:16]([O:19][CH3:20])[CH:17]=[CH:18][C:13]=2[N:12]2[C:21]([CH3:24])=[N:22][N:23]=[C:11]12)(=[O:69])=[O:68]. The catalyst class is: 2. (6) Reactant: [CH3:1][Mg]Cl.[NH2:4][C:5]1[C:6]2[CH:21]=[C:20]([C:22]([C:24]3[C:29]([F:30])=[CH:28][CH:27]=[CH:26][N:25]=3)=[O:23])[S:19][C:7]=2[N:8]=[C:9]([C:11]2[O:12][C:13]([CH:16]([F:18])[F:17])=[CH:14][CH:15]=2)[N:10]=1.[NH4+].[Cl-]. Product: [NH2:4][C:5]1[C:6]2[CH:21]=[C:20]([C:22]([C:24]3[C:29]([F:30])=[CH:28][CH:27]=[CH:26][N:25]=3)([OH:23])[CH3:1])[S:19][C:7]=2[N:8]=[C:9]([C:11]2[O:12][C:13]([CH:16]([F:17])[F:18])=[CH:14][CH:15]=2)[N:10]=1. The catalyst class is: 1. (7) Reactant: [F:8][C:7]([F:10])([F:9])[C:6](O[C:6](=[O:11])[C:7]([F:10])([F:9])[F:8])=[O:11].[C:14]([O:18][C:19]([N:21]1[CH2:26][CH2:25][CH:24]([NH:27][CH:28]2[CH2:30][CH2:29]2)[CH2:23][CH2:22]1)=[O:20])([CH3:17])([CH3:16])[CH3:15].C(N(CC)C(C)C)(C)C.O. Product: [C:14]([O:18][C:19]([N:21]1[CH2:26][CH2:25][CH:24]([N:27]([CH:28]2[CH2:29][CH2:30]2)[C:6](=[O:11])[C:7]([F:8])([F:9])[F:10])[CH2:23][CH2:22]1)=[O:20])([CH3:17])([CH3:15])[CH3:16]. The catalyst class is: 4. (8) Reactant: [CH3:1][O:2][C:3]([C:5]1([NH:14][C:15](=[O:30])[C:16]2[CH:21]=[CH:20][C:19]([C:22]([F:25])([F:24])[F:23])=[C:18]([O:26][C:27](=O)[CH3:28])[CH:17]=2)[CH2:13][C:12]2[C:7](=[CH:8][CH:9]=[CH:10][CH:11]=2)[CH2:6]1)=[O:4].C(=O)([O-])[O-].[K+].[K+].Cl.[CH3:38][C:39]1[CH:40]=[C:41](CCO)[CH:42]=[CH:43][CH:44]=1.C1(P(C2C=CC=CC=2)C2C=CC=CC=2)C=CC=CC=1.CC(OC(/N=N/C(OC(C)C)=O)=O)C. Product: [CH3:1][O:2][C:3]([C:5]1([NH:14][C:15](=[O:30])[C:16]2[CH:21]=[CH:20][C:19]([C:22]([F:23])([F:25])[F:24])=[C:18]([O:26][CH2:27][CH2:28][C:43]3[CH:44]=[C:39]([CH3:38])[CH:40]=[CH:41][CH:42]=3)[CH:17]=2)[CH2:13][C:12]2[C:7](=[CH:8][CH:9]=[CH:10][CH:11]=2)[CH2:6]1)=[O:4]. The catalyst class is: 5. (9) Reactant: Cl[C:2]1[C:10]2[C:5](=[CH:6][CH:7]=[C:8]([CH2:11][C:12]3[CH:17]=[C:16]([C:18]([O:20][CH3:21])=[O:19])[CH:15]=[CH:14][N:13]=3)[CH:9]=2)[N:4]([C:22]([O:24][C:25]([CH3:28])([CH3:27])[CH3:26])=[O:23])[CH:3]=1.P([O-])([O-])([O-])=O.[K+].[K+].[K+].[CH3:37]B1OB(C)OB(C)O1.C1(P(C2CCCCC2)C2C=CC=CC=2C2C(C(C)C)=CC(C(C)C)=CC=2C(C)C)CCCCC1. Product: [CH3:21][O:20][C:18]([C:16]1[CH:15]=[CH:14][N:13]=[C:12]([CH2:11][C:8]2[CH:9]=[C:10]3[C:5](=[CH:6][CH:7]=2)[N:4]([C:22]([O:24][C:25]([CH3:26])([CH3:28])[CH3:27])=[O:23])[CH:3]=[C:2]3[CH3:37])[CH:17]=1)=[O:19]. The catalyst class is: 488.